From a dataset of Forward reaction prediction with 1.9M reactions from USPTO patents (1976-2016). Predict the product of the given reaction. (1) Given the reactants [NH2:1][S:2]([C:5]1[CH:13]=[CH:12][C:11]([F:14])=[CH:10][C:6]=1[C:7]([OH:9])=O)(=[O:4])=[O:3].NS(C1C=CC(C(O)=O)=CC=1F)(=O)=O.Cl.Cl.[CH3:31][C:32]1[N:36]([CH:37]2[CH2:43][CH:42]3[N:44]([CH2:45][CH2:46][C:47]4([C:53]5[CH:58]=[CH:57][CH:56]=[CH:55][CH:54]=5)[CH2:52][CH2:51][NH:50][CH2:49][CH2:48]4)[CH:39]([CH2:40][CH2:41]3)[CH2:38]2)[C:35]2[CH:59]=[CH:60][CH:61]=[CH:62][C:34]=2[N:33]=1.CC1N(C2CC3N(CCC4(C5C=CC=CC=5)CCN(C(C5C=CC=CC=5S(NC(=O)OC(C)(C)C)(=O)=O)=O)CC4)C(CC3)C2)C2C=CC=CC=2N=1, predict the reaction product. The product is: [F:14][C:11]1[CH:12]=[CH:13][C:5]([S:2]([NH2:1])(=[O:3])=[O:4])=[C:6]([C:7]([N:50]2[CH2:49][CH2:48][C:47]([CH2:46][CH2:45][N:44]3[CH:39]4[CH2:40][CH2:41][CH:42]3[CH2:43][CH:37]([N:36]3[C:35]5[CH:59]=[CH:60][CH:61]=[CH:62][C:34]=5[N:33]=[C:32]3[CH3:31])[CH2:38]4)([C:53]3[CH:54]=[CH:55][CH:56]=[CH:57][CH:58]=3)[CH2:52][CH2:51]2)=[O:9])[CH:10]=1. (2) Given the reactants [O:1]=[C:2]1[NH:6][C:5]([CH2:7][C:8]([F:11])([F:10])[F:9])=[C:4]([C:12]([O:14]CC2C=CC=CC=2)=[O:13])[S:3]1, predict the reaction product. The product is: [O:1]=[C:2]1[NH:6][C:5]([CH2:7][C:8]([F:11])([F:9])[F:10])=[C:4]([C:12]([OH:14])=[O:13])[S:3]1. (3) Given the reactants [C:1]([O:5][C:6]([N:8]1[C@H:13]([CH2:14][NH:15]CC2C=CC=CC=2)[CH2:12][C@H:11]2[C@@H:9]1[CH2:10]2)=[O:7])([CH3:4])([CH3:3])[CH3:2], predict the reaction product. The product is: [C:1]([O:5][C:6]([N:8]1[C@H:13]([CH2:14][NH2:15])[CH2:12][C@H:11]2[C@@H:9]1[CH2:10]2)=[O:7])([CH3:4])([CH3:3])[CH3:2]. (4) Given the reactants Br[C:2]1[CH:7]=[CH:6][C:5]([CH:8]2[C:12](=[O:13])[CH2:11][CH2:10][C:9]2=[O:14])=[C:4]([CH2:15][CH3:16])[CH:3]=1.[Cl:17][C:18]1[CH:23]=[CH:22][C:21]([OH:24])=[CH:20][CH:19]=1.C(=O)([O-])[O-].[Cs+].[Cs+].Cl, predict the reaction product. The product is: [Cl:17][C:18]1[CH:23]=[CH:22][C:21]([O:24][C:2]2[CH:7]=[CH:6][C:5]([C:8]3[C:12](=[O:13])[CH2:11][CH2:10][C:9]=3[OH:14])=[C:4]([CH2:15][CH3:16])[CH:3]=2)=[CH:20][CH:19]=1.